The task is: Predict the product of the given reaction.. This data is from Forward reaction prediction with 1.9M reactions from USPTO patents (1976-2016). (1) Given the reactants [F:1][C:2]([F:17])([F:16])[C:3]1[CH:8]=[CH:7][C:6]([N:9]2[CH:13]=[CH:12][C:11]([CH:14]=O)=[CH:10]2)=[CH:5][CH:4]=1.[NH:18]1[CH2:23][CH2:22][CH:21]([NH:24][C:25](=[O:31])[O:26][C:27]([CH3:30])([CH3:29])[CH3:28])[CH2:20][CH2:19]1.C(O[BH-](OC(=O)C)OC(=O)C)(=O)C.[Na+], predict the reaction product. The product is: [C:27]([O:26][C:25](=[O:31])[NH:24][CH:21]1[CH2:22][CH2:23][N:18]([CH2:14][C:11]2[CH:12]=[CH:13][N:9]([C:6]3[CH:7]=[CH:8][C:3]([C:2]([F:17])([F:16])[F:1])=[CH:4][CH:5]=3)[CH:10]=2)[CH2:19][CH2:20]1)([CH3:30])([CH3:28])[CH3:29]. (2) Given the reactants C(N(C(C)C)CC)(C)C.[Cl:10][C:11]1[CH:19]=[C:18]([CH:20]([OH:30])[CH:21]=[CH:22][C:23]2[CH:28]=[CH:27][CH:26]=[C:25]([OH:29])[CH:24]=2)[CH:17]=[CH:16][C:12]=1[C:13]([OH:15])=O.[CH3:31][O:32][C:33](=[O:42])[CH:34]([P:36]([O:40][CH3:41])([O:38][CH3:39])=[O:37])[NH2:35].COC(=O)C(P(OC)(OC)=O)NC(OCC1C=CC=CC=1)=O.F[P-](F)(F)(F)(F)F.N1(OC(N(C)C)=[N+](C)C)C2C=CC=CC=2N=N1, predict the reaction product. The product is: [CH3:31][O:32][C:33](=[O:42])[CH:34]([P:36]([O:38][CH3:39])([O:40][CH3:41])=[O:37])[NH:35][C:13](=[O:15])[C:12]1[CH:16]=[CH:17][C:18]([CH:20]([OH:30])[CH:21]=[CH:22][C:23]2[CH:28]=[CH:27][CH:26]=[C:25]([OH:29])[CH:24]=2)=[CH:19][C:11]=1[Cl:10]. (3) Given the reactants [CH:1]1([N:6]2[C:10]3[N:11]=[C:12]([NH:15][C:16]4[N:21]=[CH:20][C:19]([N:22]5[CH2:27][CH2:26][N:25](C(OC(C)(C)C)=O)[CH2:24][CH2:23]5)=[CH:18][CH:17]=4)[N:13]=[CH:14][C:9]=3[C:8]3[CH:35]=[CH:36][C:37]([O:39][CH3:40])=[N:38][C:7]2=3)[CH2:5][CH2:4][CH2:3][CH2:2]1.FC(F)(F)C(O)=O.C([O-])([O-])=O.[K+].[K+].Cl, predict the reaction product. The product is: [CH:1]1([N:6]2[C:10]3[N:11]=[C:12]([NH:15][C:16]4[CH:17]=[CH:18][C:19]([N:22]5[CH2:27][CH2:26][NH:25][CH2:24][CH2:23]5)=[CH:20][N:21]=4)[N:13]=[CH:14][C:9]=3[C:8]3[CH:35]=[CH:36][C:37]([O:39][CH3:40])=[N:38][C:7]2=3)[CH2:2][CH2:3][CH2:4][CH2:5]1. (4) Given the reactants [CH:1]([C:4]1[CH:9]=[CH:8][C:7]([NH:10][C:11](=[O:22])[O:12][C:13]2[CH:14]=[C:15]3[C:19](=[CH:20][CH:21]=2)[NH:18][CH2:17][CH2:16]3)=[CH:6][CH:5]=1)([CH3:3])[CH3:2].[CH3:23][O:24][C:25]1[CH:32]=[CH:31][C:28]([CH:29]=O)=[CH:27][CH:26]=1.C(O)(=O)C.[Na].C([O-])(O)=O.[Na+], predict the reaction product. The product is: [CH:1]([C:4]1[CH:5]=[CH:6][C:7]([NH:10][C:11](=[O:22])[O:12][C:13]2[CH:14]=[C:15]3[C:19](=[CH:20][CH:21]=2)[N:18]([CH2:29][C:28]2[CH:31]=[CH:32][C:25]([O:24][CH3:23])=[CH:26][CH:27]=2)[CH2:17][CH2:16]3)=[CH:8][CH:9]=1)([CH3:3])[CH3:2]. (5) The product is: [C:1]([C:7]1[C:15]2[C:10](=[N:11][CH:12]=[C:13]([NH:16][C:17]3[CH:18]=[CH:19][C:20]([CH:21]=[C:38]([C:34]4[S:33][CH:37]=[CH:36][N:35]=4)[C:39]#[N:40])=[CH:23][CH:24]=3)[N:14]=2)[N:9]([CH2:25][O:26][CH2:27][CH2:28][Si:29]([CH3:31])([CH3:32])[CH3:30])[CH:8]=1)(=[O:6])[C:2]([CH3:4])([CH3:3])[CH3:5]. Given the reactants [C:1]([C:7]1[C:15]2[C:10](=[N:11][CH:12]=[C:13]([NH:16][C:17]3[CH:24]=[CH:23][C:20]([CH:21]=O)=[CH:19][CH:18]=3)[N:14]=2)[N:9]([CH2:25][O:26][CH2:27][CH2:28][Si:29]([CH3:32])([CH3:31])[CH3:30])[CH:8]=1)(=[O:6])[C:2]([CH3:5])([CH3:4])[CH3:3].[S:33]1[CH:37]=[CH:36][N:35]=[C:34]1[CH2:38][C:39]#[N:40].C(O)(=O)C.N1CCCCC1, predict the reaction product.